Regression. Given two drug SMILES strings and cell line genomic features, predict the synergy score measuring deviation from expected non-interaction effect. From a dataset of NCI-60 drug combinations with 297,098 pairs across 59 cell lines. (1) Drug 1: CNC(=O)C1=NC=CC(=C1)OC2=CC=C(C=C2)NC(=O)NC3=CC(=C(C=C3)Cl)C(F)(F)F. Drug 2: C1=NNC2=C1C(=O)NC=N2. Cell line: SF-539. Synergy scores: CSS=1.91, Synergy_ZIP=-1.70, Synergy_Bliss=-2.74, Synergy_Loewe=-2.21, Synergy_HSA=-2.24. (2) Drug 1: CCC(=C(C1=CC=CC=C1)C2=CC=C(C=C2)OCCN(C)C)C3=CC=CC=C3.C(C(=O)O)C(CC(=O)O)(C(=O)O)O. Drug 2: CC1=C2C(C(=O)C3(C(CC4C(C3C(C(C2(C)C)(CC1OC(=O)C(C(C5=CC=CC=C5)NC(=O)C6=CC=CC=C6)O)O)OC(=O)C7=CC=CC=C7)(CO4)OC(=O)C)O)C)OC(=O)C. Cell line: NCIH23. Synergy scores: CSS=62.9, Synergy_ZIP=6.77, Synergy_Bliss=7.49, Synergy_Loewe=-24.4, Synergy_HSA=6.46. (3) Drug 1: C1CC(=O)NC(=O)C1N2CC3=C(C2=O)C=CC=C3N. Drug 2: CCC1=C2CN3C(=CC4=C(C3=O)COC(=O)C4(CC)O)C2=NC5=C1C=C(C=C5)O. Cell line: LOX IMVI. Synergy scores: CSS=39.8, Synergy_ZIP=-1.28, Synergy_Bliss=-1.34, Synergy_Loewe=-13.8, Synergy_HSA=0.461. (4) Drug 1: C1CNP(=O)(OC1)N(CCCl)CCCl. Drug 2: CC1CCCC2(C(O2)CC(NC(=O)CC(C(C(=O)C(C1O)C)(C)C)O)C(=CC3=CSC(=N3)C)C)C. Cell line: BT-549. Synergy scores: CSS=51.8, Synergy_ZIP=4.48, Synergy_Bliss=3.41, Synergy_Loewe=-30.4, Synergy_HSA=2.73. (5) Drug 1: C1=CC(=C2C(=C1NCCNCCO)C(=O)C3=C(C=CC(=C3C2=O)O)O)NCCNCCO. Synergy scores: CSS=47.1, Synergy_ZIP=6.04, Synergy_Bliss=9.49, Synergy_Loewe=2.49, Synergy_HSA=9.18. Drug 2: CC1C(C(CC(O1)OC2CC(OC(C2O)C)OC3=CC4=CC5=C(C(=O)C(C(C5)C(C(=O)C(C(C)O)O)OC)OC6CC(C(C(O6)C)O)OC7CC(C(C(O7)C)O)OC8CC(C(C(O8)C)O)(C)O)C(=C4C(=C3C)O)O)O)O. Cell line: SK-MEL-28. (6) Drug 1: CCCS(=O)(=O)NC1=C(C(=C(C=C1)F)C(=O)C2=CNC3=C2C=C(C=N3)C4=CC=C(C=C4)Cl)F. Drug 2: C1=NC2=C(N=C(N=C2N1C3C(C(C(O3)CO)O)O)F)N. Cell line: MOLT-4. Synergy scores: CSS=13.7, Synergy_ZIP=-1.51, Synergy_Bliss=-3.95, Synergy_Loewe=-34.8, Synergy_HSA=-5.49. (7) Cell line: NCI-H322M. Drug 2: N.N.Cl[Pt+2]Cl. Synergy scores: CSS=2.00, Synergy_ZIP=1.34, Synergy_Bliss=4.21, Synergy_Loewe=1.56, Synergy_HSA=0.480. Drug 1: CCC1=C2CN3C(=CC4=C(C3=O)COC(=O)C4(CC)O)C2=NC5=C1C=C(C=C5)O.